The task is: Predict which catalyst facilitates the given reaction.. This data is from Catalyst prediction with 721,799 reactions and 888 catalyst types from USPTO. Reactant: [OH:1][C:2]1[C:11]2[C:6](=[CH:7][CH:8]=[CH:9][CH:10]=2)[N:5]=[CH:4][C:3]=1[C:12]([OH:14])=O.CN(C(ON1N=NC2C=CC=CC1=2)=[N+](C)C)C.F[P-](F)(F)(F)(F)F.CCN(C(C)C)C(C)C.[CH3:48][C:49]1[CH:54]=[CH:53][C:52]([N+:55]([O-])=O)=[CH:51][C:50]=1[NH2:58].O.O.Cl[Sn]Cl.C([O-])(O)=O.[Na+]. Product: [NH2:55][C:52]1[CH:53]=[CH:54][C:49]([CH3:48])=[C:50]([NH:58][C:12]([C:3]2[C:2](=[O:1])[C:11]3[C:6](=[CH:7][CH:8]=[CH:9][CH:10]=3)[NH:5][CH:4]=2)=[O:14])[CH:51]=1. The catalyst class is: 1.